This data is from Reaction yield outcomes from USPTO patents with 853,638 reactions. The task is: Predict the reaction yield, written as a fraction of the theoretical maximum amount of product (1.0 means a 100% yield; for example, 0.34 means a 34% yield). (1) The reactants are [CH3:1][C:2]1[CH:7]=[CH:6][C:5]([C:8]2[C:9]([C:14]([O:16][C:17]([CH3:20])([CH3:19])[CH3:18])=[O:15])=[CH:10][CH:11]=[CH:12][CH:13]=2)=[CH:4][CH:3]=1.C1C(=O)N([Br:28])C(=O)C1.CC(N=NC(C#N)(C)C)(C#N)C. The catalyst is C(Cl)(Cl)(Cl)Cl. The product is [Br:28][CH2:1][C:2]1[CH:7]=[CH:6][C:5]([C:8]2[C:9]([C:14]([O:16][C:17]([CH3:20])([CH3:19])[CH3:18])=[O:15])=[CH:10][CH:11]=[CH:12][CH:13]=2)=[CH:4][CH:3]=1. The yield is 0.603. (2) The catalyst is C(#N)C. The yield is 0.410. The product is [NH2:1][C:2]1[C:3]([C:9]([O:11][CH3:12])=[O:10])=[N:4][C:5]([Br:20])=[C:6]([F:8])[CH:7]=1. The reactants are [NH2:1][C:2]1[C:3]([C:9]([O:11][CH3:12])=[O:10])=[N:4][CH:5]=[C:6]([F:8])[CH:7]=1.C1C(=O)N([Br:20])C(=O)C1. (3) The reactants are [CH:1]1[C:10]2[C:5](=[CH:6][CH:7]=[CH:8][CH:9]=2)[CH:4]=[CH:3][C:2]=1[CH2:11][C:12]1[C:13]([C:34]#[N:35])=[C:14]([C:28]2[CH:33]=[CH:32][N:31]=[N:30][CH:29]=2)[S:15][C:16]=1[C:17]1[N:21]=[CH:20][N:19](C2CCCCO2)[N:18]=1.CO.Cl.O. No catalyst specified. The product is [CH:1]1[C:10]2[C:5](=[CH:6][CH:7]=[CH:8][CH:9]=2)[CH:4]=[CH:3][C:2]=1[CH2:11][C:12]1[C:13]([C:34]#[N:35])=[C:14]([C:28]2[CH:33]=[CH:32][N:31]=[N:30][CH:29]=2)[S:15][C:16]=1[C:17]1[NH:21][CH:20]=[N:19][N:18]=1. The yield is 0.603.